Dataset: Peptide-MHC class I binding affinity with 185,985 pairs from IEDB/IMGT. Task: Regression. Given a peptide amino acid sequence and an MHC pseudo amino acid sequence, predict their binding affinity value. This is MHC class I binding data. (1) The binding affinity (normalized) is 0.758. The peptide sequence is WSYYCAGLKK. The MHC is HLA-A03:01 with pseudo-sequence HLA-A03:01. (2) The peptide sequence is YAQQTRGLL. The MHC is Patr-B0101 with pseudo-sequence Patr-B0101. The binding affinity (normalized) is 0.470. (3) The peptide sequence is ERWHSLIKY. The MHC is Mamu-B17 with pseudo-sequence Mamu-B17. The binding affinity (normalized) is 0.0432. (4) The peptide sequence is DVSLSAYIIR. The MHC is HLA-A68:01 with pseudo-sequence HLA-A68:01. The binding affinity (normalized) is 0.494. (5) The peptide sequence is GAVVKSDNKL. The MHC is HLA-A02:01 with pseudo-sequence HLA-A02:01. The binding affinity (normalized) is 0.